This data is from CYP2C9 inhibition data for predicting drug metabolism from PubChem BioAssay. The task is: Regression/Classification. Given a drug SMILES string, predict its absorption, distribution, metabolism, or excretion properties. Task type varies by dataset: regression for continuous measurements (e.g., permeability, clearance, half-life) or binary classification for categorical outcomes (e.g., BBB penetration, CYP inhibition). Dataset: cyp2c9_veith. The drug is CC(=O)c1[nH]c(C)c(C(C)=O)c1C. The result is 0 (non-inhibitor).